This data is from Reaction yield outcomes from USPTO patents with 853,638 reactions. The task is: Predict the reaction yield, written as a fraction of the theoretical maximum amount of product (1.0 means a 100% yield; for example, 0.34 means a 34% yield). (1) The reactants are [F:1][CH:2]([C:16]#[C:17][C:18]1[N:23]=[N:22][C:21]2[NH:24][C:25]([C:27]3[CH:32]=[CH:31][CH:30]=[CH:29][C:28]=3[F:33])=[CH:26][C:20]=2[CH:19]=1)[CH2:3][N:4]1[CH:8]=[C:7]([C:9]([O:11][C:12]([CH3:15])([CH3:14])[CH3:13])=[O:10])[N:6]=[N:5]1.CC1C=CC(S(NN)(=O)=O)=CC=1.C([O-])(=O)C.[Na+]. The catalyst is CO. The product is [F:1][CH:2]([CH2:16][CH2:17][C:18]1[N:23]=[N:22][C:21]2[NH:24][C:25]([C:27]3[CH:32]=[CH:31][CH:30]=[CH:29][C:28]=3[F:33])=[CH:26][C:20]=2[CH:19]=1)[CH2:3][N:4]1[CH:8]=[C:7]([C:9]([O:11][C:12]([CH3:13])([CH3:14])[CH3:15])=[O:10])[N:6]=[N:5]1. The yield is 0.110. (2) The reactants are [OH:1][C@:2]([C:12]1[CH:17]=[CH:16][CH:15]=[C:14]([OH:18])[CH:13]=1)([C:6]1[CH:11]=[CH:10][CH:9]=[CH:8][CH:7]=1)[C:3]([OH:5])=[O:4].C(=O)([O-])O.[K+].S(O[CH2:35][CH:36]1[CH2:41][CH2:40][N:39]([C:42]([O:44][C:45]([CH3:48])([CH3:47])[CH3:46])=[O:43])[CH2:38][CH2:37]1)(C1C=CC(C)=CC=1)(=O)=O. The catalyst is CN(C=O)C.C(OCC)(=O)C. The product is [OH:1][C@:2]([C:12]1[CH:17]=[CH:16][CH:15]=[C:14]([OH:18])[CH:13]=1)([C:6]1[CH:7]=[CH:8][CH:9]=[CH:10][CH:11]=1)[C:3]([O:5][CH2:35][CH:36]1[CH2:41][CH2:40][N:39]([C:42]([O:44][C:45]([CH3:46])([CH3:48])[CH3:47])=[O:43])[CH2:38][CH2:37]1)=[O:4]. The yield is 0.690. (3) The reactants are [F:1][C:2]1([F:21])[C:8]([CH3:10])([CH3:9])[O:7][CH2:6][C:5](=O)[NH:4][C@@:3]1([C:13]1[CH:18]=[C:17]([I:19])[CH:16]=[CH:15][C:14]=1[F:20])[CH3:12].COC1C=CC(P2(SP(C3C=CC(OC)=CC=3)(=S)S2)=[S:31])=CC=1. No catalyst specified. The product is [F:1][C:2]1([F:21])[C:8]([CH3:10])([CH3:9])[O:7][CH2:6][C:5](=[S:31])[NH:4][C@@:3]1([C:13]1[CH:18]=[C:17]([I:19])[CH:16]=[CH:15][C:14]=1[F:20])[CH3:12]. The yield is 0.950. (4) The catalyst is CN(C=O)C. The yield is 0.300. The reactants are [CH2:1]([N:3]([CH2:37][CH3:38])[CH2:4][CH2:5][CH2:6][NH:7][C:8]1[N:9]=[C:10]([C:27]2[C:28]([CH3:36])=[C:29]([CH:33]=[CH:34][CH:35]=2)[C:30]([OH:32])=O)[C:11]2[CH:17]=[CH:16][C:15](=[O:18])[N:14]([C:19]3[C:24]([F:25])=[CH:23][CH:22]=[CH:21][C:20]=3[F:26])[C:12]=2[N:13]=1)[CH3:2].CN(C(ON1N=NC2C=CC=CC1=2)=[N+](C)C)C.F[P-](F)(F)(F)(F)F.C(N(CC)CC)C.[S:70]1[CH:74]=[CH:73][N:72]=[C:71]1[NH2:75]. The product is [CH2:1]([N:3]([CH2:37][CH3:38])[CH2:4][CH2:5][CH2:6][NH:7][C:8]1[N:9]=[C:10]([C:27]2[C:28]([CH3:36])=[C:29]([CH:33]=[CH:34][CH:35]=2)[C:30]([NH:75][C:71]2[S:70][CH:74]=[CH:73][N:72]=2)=[O:32])[C:11]2[CH:17]=[CH:16][C:15](=[O:18])[N:14]([C:19]3[C:20]([F:26])=[CH:21][CH:22]=[CH:23][C:24]=3[F:25])[C:12]=2[N:13]=1)[CH3:2]. (5) The reactants are [H-].[Na+].[C:3]([CH2:5]P(=O)(OCC)OCC)#[N:4].[CH3:14][C:15]1([CH3:24])[CH2:20][C:19]([CH3:22])([CH3:21])[CH2:18][C:17](=O)[CH2:16]1. The catalyst is C1COCC1. The product is [CH3:14][C:15]1([CH3:24])[CH2:20][C:19]([CH3:22])([CH3:21])[CH2:18][C:17](=[CH:5][C:3]#[N:4])[CH2:16]1. The yield is 0.710. (6) The reactants are [OH:1][C:2]1[CH:3]=[C:4]([CH:7]=[CH:8][CH:9]=1)[CH:5]=[O:6].C(=O)([O-])[O-].[K+].[K+].[CH2:16](Br)[C:17]1[CH:22]=[CH:21][CH:20]=[CH:19][CH:18]=1. The catalyst is CN(C)C=O. The product is [CH2:16]([O:1][C:2]1[CH:3]=[C:4]([CH:7]=[CH:8][CH:9]=1)[CH:5]=[O:6])[C:17]1[CH:22]=[CH:21][CH:20]=[CH:19][CH:18]=1. The yield is 0.990. (7) The reactants are [N:1]1([C:7]2[C:8]3[N:28]=[C:27]([CH2:29][N:30]4[CH2:33][CH:32]([N:34]5[CH2:39][CH2:38][O:37][CH2:36][CH2:35]5)[CH2:31]4)[S:26][C:9]=3[N:10]=[C:11]([Sn](CCCC)(CCCC)CCCC)[N:12]=2)[CH2:6][CH2:5][O:4][CH2:3][CH2:2]1.Br[C:41]1[N:46]2[CH:47]=[CH:48][N:49]=[C:45]2[CH:44]=[CH:43][CH:42]=1. The catalyst is O1CCOCC1.S1C=CC=C1C([O-])=O.[Cu+].C1C=CC([P]([Pd]([P](C2C=CC=CC=2)(C2C=CC=CC=2)C2C=CC=CC=2)([P](C2C=CC=CC=2)(C2C=CC=CC=2)C2C=CC=CC=2)[P](C2C=CC=CC=2)(C2C=CC=CC=2)C2C=CC=CC=2)(C2C=CC=CC=2)C2C=CC=CC=2)=CC=1. The product is [N:49]1[CH:48]=[CH:47][N:46]2[C:41]([C:11]3[N:12]=[C:7]([N:1]4[CH2:2][CH2:3][O:4][CH2:5][CH2:6]4)[C:8]4[N:28]=[C:27]([CH2:29][N:30]5[CH2:31][CH:32]([N:34]6[CH2:39][CH2:38][O:37][CH2:36][CH2:35]6)[CH2:33]5)[S:26][C:9]=4[N:10]=3)=[CH:42][CH:43]=[CH:44][C:45]=12. The yield is 0.550. (8) The reactants are [NH2:1][C:2]1[CH:17]=[C:16]([F:18])[C:15]([F:19])=[CH:14][C:3]=1[C:4]([NH:6][C:7]1[CH:12]=[CH:11][CH:10]=[CH:9][C:8]=1[Cl:13])=[O:5].[Cl:20][CH2:21][C:22](Cl)=O. The catalyst is C(O)(=O)C. The product is [Cl:20][CH2:21][C:22]1[N:6]([C:7]2[CH:12]=[CH:11][CH:10]=[CH:9][C:8]=2[Cl:13])[C:4](=[O:5])[C:3]2[C:2](=[CH:17][C:16]([F:18])=[C:15]([F:19])[CH:14]=2)[N:1]=1. The yield is 0.260. (9) The reactants are [CH:1]([NH:4][CH:5]1[CH2:14][C:13]2[C:8](=[CH:9][CH:10]=[CH:11][C:12]=2[O:15][CH3:16])[O:7][CH2:6]1)([CH3:3])[CH3:2].[F:17][C:18]1[CH:19]=[C:20]2[C:24](=[CH:25][CH:26]=1)[NH:23][CH:22]=[C:21]2[CH2:27][CH2:28][CH:29]=O.C(O)(=O)C.C([BH3-])#N.[Na+]. The catalyst is CO.CCCCCC.CCOC(C)=O. The product is [F:17][C:18]1[CH:19]=[C:20]2[C:24](=[CH:25][CH:26]=1)[NH:23][CH:22]=[C:21]2[CH2:27][CH2:28][CH2:29][N:4]([CH:1]([CH3:3])[CH3:2])[CH:5]1[CH2:14][C:13]2[C:8](=[CH:9][CH:10]=[CH:11][C:12]=2[O:15][CH3:16])[O:7][CH2:6]1. The yield is 0.320. (10) The reactants are Br[CH2:2][CH:3]1[CH2:7][CH2:6][CH2:5][O:4]1.[CH2:8]([NH:15][C:16]([C:18]1[S:22][C:21]([N:23]2[CH:28]=[CH:27][C:26]([OH:29])=[CH:25][C:24]2=[O:30])=[N:20][C:19]=1[CH3:31])=[O:17])[C:9]1[CH:14]=[CH:13][CH:12]=[CH:11][CH:10]=1. No catalyst specified. The product is [CH2:8]([NH:15][C:16]([C:18]1[S:22][C:21]([N:23]2[CH:28]=[CH:27][C:26]([O:29][CH2:2][CH:3]3[CH2:7][CH2:6][CH2:5][O:4]3)=[CH:25][C:24]2=[O:30])=[N:20][C:19]=1[CH3:31])=[O:17])[C:9]1[CH:14]=[CH:13][CH:12]=[CH:11][CH:10]=1. The yield is 0.420.